The task is: Regression. Given a peptide amino acid sequence and an MHC pseudo amino acid sequence, predict their binding affinity value. This is MHC class I binding data.. This data is from Peptide-MHC class I binding affinity with 185,985 pairs from IEDB/IMGT. The peptide sequence is YLFNAIETM. The MHC is HLA-A02:01 with pseudo-sequence HLA-A02:01. The binding affinity (normalized) is 0.965.